From a dataset of Full USPTO retrosynthesis dataset with 1.9M reactions from patents (1976-2016). Predict the reactants needed to synthesize the given product. (1) Given the product [N:15]1[CH:14]=[N:13][N:11]2[CH:12]=[C:7]([C:6]3[N:5]([C:16]4[CH:17]=[C:18]([CH3:22])[CH:19]=[CH:20][CH:21]=4)[C:4](=[O:23])[N:3]([CH2:36][C:37]4[CH:42]=[CH:41][CH:40]=[CH:39][N:38]=4)[C:2]=3[CH3:1])[CH:8]=[CH:9][C:10]=12, predict the reactants needed to synthesize it. The reactants are: [CH3:1][C:2]1[NH:3][C:4](=[O:23])[N:5]([C:16]2[CH:17]=[C:18]([CH3:22])[CH:19]=[CH:20][CH:21]=2)[C:6]=1[C:7]1[CH:8]=[CH:9][C:10]2[N:11]([N:13]=[CH:14][N:15]=2)[CH:12]=1.CN(C)C=O.CC(C)([O-])C.[K+].Br[CH2:36][C:37]1[CH:42]=[CH:41][CH:40]=[CH:39][N:38]=1.Br. (2) Given the product [F:18][C:17]([F:20])([F:19])[S:14]([O:4][CH2:3][C:2]([F:7])([F:1])[CH2:5][O:6][S:14]([C:17]([F:18])([F:19])[F:20])(=[O:15])=[O:16])(=[O:16])=[O:15], predict the reactants needed to synthesize it. The reactants are: [F:1][C:2]([F:7])([CH2:5][OH:6])[CH2:3][OH:4].N1C=CC=CC=1.[S:14](O[S:14]([C:17]([F:20])([F:19])[F:18])(=[O:16])=[O:15])([C:17]([F:20])([F:19])[F:18])(=[O:16])=[O:15]. (3) Given the product [Cl:20][C:15]1[CH:14]=[C:13]([N:9]2[C:10]([CH3:12])=[CH:11][C:7]([O:6][CH2:5][CH2:4][CH2:3][CH2:2][N:21]3[CH2:26][CH2:25][CH2:24][CH2:23][CH2:22]3)=[N:8]2)[CH:18]=[CH:17][C:16]=1[Cl:19], predict the reactants needed to synthesize it. The reactants are: Cl[CH2:2][CH2:3][CH2:4][CH2:5][O:6][C:7]1[CH:11]=[C:10]([CH3:12])[N:9]([C:13]2[CH:18]=[CH:17][C:16]([Cl:19])=[C:15]([Cl:20])[CH:14]=2)[N:8]=1.[NH:21]1[CH2:26][CH2:25][CH2:24][CH2:23][CH2:22]1.C([O-])([O-])=O.[K+].[K+].[Na+].[I-]. (4) Given the product [CH:1]1([C@H:6]([N:11]2[CH:15]=[C:14]([C:16]3[C:17]4[C:25](=[O:26])[CH2:24][NH:23][C:18]=4[N:19]=[C:20]([OH:22])[N:21]=3)[CH:13]=[N:12]2)[CH2:7][C:8]#[N:10])[CH2:5][CH2:4][CH2:3][CH2:2]1, predict the reactants needed to synthesize it. The reactants are: [CH:1]1([CH:6]([N:11]2[CH:15]=[C:14]([C:16]3[C:17]4[C:25](=[O:26])[CH2:24][NH:23][C:18]=4[N:19]=[C:20]([OH:22])[N:21]=3)[CH:13]=[N:12]2)[CH2:7][C:8]([NH2:10])=O)[CH2:5][CH2:4][CH2:3][CH2:2]1.C(N(CC)CC)C.ClC(Cl)(Cl)C(Cl)=O.CC#N.O.